Dataset: Experimentally validated miRNA-target interactions with 360,000+ pairs, plus equal number of negative samples. Task: Binary Classification. Given a miRNA mature sequence and a target amino acid sequence, predict their likelihood of interaction. (1) The miRNA is hsa-miR-5000-3p with sequence UCAGGACACUUCUGAACUUGGA. The protein sequence of the target gene is MAAAAGRLLWSSVARHASAISRSISASTVLRPVASRRTCLTDILWSASAQGKSAFSTSSSFHTPAVTQHAPYFKGTAVVNGEFKELSLDDFKGKYLVLFFYPLDFTFVCPTEIVAFSDKANEFHDVNCEVVAVSVDSHFSHLAWINTPRKNGGLGHMNITLLSDITKQISRDYGVLLESAGIALRGLFIIDPNGVVKHLSVNDLPVGRSVEETLRLVKAFQFVETHGEVCPANWTPESPTIKPSPTASKEYFEKVHQ. Result: 0 (no interaction). (2) The miRNA is hsa-miR-1260a with sequence AUCCCACCUCUGCCACCA. The protein sequence of the target gene is MILNWKLLGILVLCLHTRGISGSEGHPSHPPAEDREEAGSPTLPQGPPVPGDPWPGAPPLFEDPPPTRPSRPWRDLPETGVWLPEPPRTDPPQPPRPDDPWPAGPQPPENPWPPAPEVDNRPQEEPDLDPPREEYR. Result: 0 (no interaction). (3) The miRNA is dme-miR-5-5p with sequence AAAGGAACGAUCGUUGUGAUAUG. The protein sequence of the target gene is MKRWQACQDLRSNTFEDAALTEHYEILTTLGQGTFGEVKLASHLVTQTKVAIKILPKSRKNSLVQPEIEIMKSLDHPHIIKLLHIIDTTRNIFIVLEHAVGGELMSRIEEFGYLAEVECHRLFKQLVYALQYCHEKGIVHRDLKPENILLDHRGNVKLTDFGLGTKIIMGQKLVTFCGTLPYCAPELFEDRGYDGRATDVWSLGVVLYFMATGCLPFNGYSYEAIKQKIIAGKYPRSFSLSPELWEVIAKLLTVNPGERPTVHDIARFKWLKPDNEASPASLGENIESHPDPSIMVLMGV.... Result: 0 (no interaction). (4) The miRNA is hsa-miR-20a-5p with sequence UAAAGUGCUUAUAGUGCAGGUAG. The protein sequence of the target gene is MAENWKNCFEEELICPICLHVFVEPVQLPCKHNFCRGCIGEAWAKDSGLVRCPECNQAYNQKPGLEKNLKLTNIVEKFNALHVEKPPAALHCVFCRRGPPLPAQKVCLRCEAPCCQSHVQTHLQQPSTARGHLLVEADDVRAWSCPQHNAYRLYHCEAEQVAVCQYCCYYSGAHQGHSVCDVEIRRNEIRKMLMKQQDRLEEREQDIEDQLYKLESDKRLVEEKVNQLKEEVRLQYEKLHQLLDEDLRQTVEVLDKAQAKFCSENAAQALHLGERMQEAKKLLGSLQLLFDKTEDVSFMK.... Result: 1 (interaction). (5) The miRNA is hsa-miR-3127-5p with sequence AUCAGGGCUUGUGGAAUGGGAAG. The protein sequence of the target gene is MACSRPPSQCDPTTLPPGPPAGRWPLPFSRRRREMSSNKEQRSAVFVILFALITILILYSSNSANEVFHYGSLRGRTRRPVNLKKWSFSSAYFPILGNKTLPSRCNQCVIITSSSHLLGTKLGPEIERAECTIRMNDAPTSGYSADVGNKTTFRVVAHSSVFRVLRKPQEFVNRTPETVFIFWGPPNKMQKPQGSLLRVIQRAGLMFPNMEAYAVSPARMQQFDDLFRGETGKDREKSHSWLSTGWFTMVIAVELCDHVHVYGMVPPDYCSQRPRLQRMPYHYYEPKGPDECVTYIQNEH.... Result: 0 (no interaction). (6) The protein sequence of the target gene is MSKAGGCRGCGCRVPQRASWSLVAATAALCLVLATSVCTAGAAPMSREEKQKLGNQVLEMFDHAYGNYMEHAYPADELMPLTCRGRVRGQEPSRGDVDDALGKFSLTLIDSLDTLVVLNKTKEFEDAVRKVLRDVNLDNDVVVSVFETNIRVLGGLLGGHSLAIMLKEKGEHMQWYNDELLHMAKQLGYKLLPAFNTTSGLPYPRINLKFGIRKPEARTGTETDTCTACAGTLILEFAALSRFTGATIFEEYARKALDFLWEKRQRSSNLVGVTINIHTGDWVRKDSGVGAGIDSYYEYL.... The miRNA is mmu-miR-3086-3p with sequence CCCAAUGAGCCUACAGUCUAAG. Result: 0 (no interaction). (7) The miRNA is cel-miR-229-5p with sequence AAUGACACUGGUUAUCUUUUCCAUCG. The protein sequence of the target gene is MGSVTSKTNDELESFLNKRLGGSMTSSNKTVSVLLGAQWGDEGKGKIIDYLIENHKINVTARCQGGNNAGHTVVANGRKYDFHILPSGIISPTCFNVIGNGVVVNLDAFFSELAHNGILEESGWEKRIMISSEAHLVFGVHSQVDGRQEDSLAAKNKIGTTNRGIGPTYSSKCFRNGIRVADLMADFEEFSEKYRRLVEHYKKQFPSIEVNVDEELAKFKQHREKLAELKLVGDTVGFIHEQRNAGKQVLVEGANGALLDIDFGTYPYVTSSNSTVGGACTGIGVPPTAVGNVIGVVKAY.... Result: 1 (interaction). (8) The miRNA is mmu-miR-669a-5p with sequence AGUUGUGUGUGCAUGUUCAUGUCU. The protein sequence of the target gene is MNILMLTFIICGLLTRVTKGSFEPQKCWKNNVGHCRRRCLDTERYILLCRNKLSCCISIISHEYTRRPAFPVIHLEDITLDYSDVDSFTGSPVSMLNDLITFDTTKFGETMTPETNTPETTMPPSEATTPETTMPPSETATSETMPPPSQTALTHN. Result: 0 (no interaction). (9) The miRNA is hsa-miR-4437 with sequence UGGGCUCAGGGUACAAAGGUU. The protein sequence of the target gene is MEPPMEPSGGEQEPGAVRFLDLPWEDVLLPHVLNRVPLRQLLRLQRVSRAFRSLVQLHLAGLRRFDAAQVGPQIPRAALARLLRDAEGLQELALAPCHEWLSDEDLVPVLARNPQLRSVALGGCGQLSRRALGALAEGCPRLQRLSLAHCDWVDGLALRGLADRCPALEELDLTACRQLKDEAIVYLAQRRGAGLRSLSLAVNANVGDAAVQELARNCPELHHLDLTGCLRVGSDGVRTLAEYCPVLRSLRVRHCHHVAESSLSRLRKRGVDIDVEPPLHQALVLLQDMAGFAPFVNLQV.... Result: 0 (no interaction). (10) The miRNA is hsa-miR-6813-5p with sequence CAGGGGCUGGGGUUUCAGGUUCU. Result: 0 (no interaction). The protein sequence of the target gene is MAVAVGRPSNEELRNLSLSGHVGFDSLPDQLVNKSTSQGFCFNILCVGETGIGKSTLMDTLFNTKFESDPATHNEPGVRLKARSYELQESNVRLKLTIVDTVGFGDQINKDDSYKPIVEYIDAQFEAYLQEELKIKRSLFNYHDTRIHACLYFIAPTGHSLKSLDLVTMKKLDSKVNIIPIIAKADTIAKNELHKFKSKIMSELVSNGVQIYQFPTDEETVAEINATMSVHLPFAVVGSTEEVKIGNKMAKARQYPWGVVQVENENHCDFVKLREMLIRVNMEDLREQTHTRHYELYRRC....